Dataset: Catalyst prediction with 721,799 reactions and 888 catalyst types from USPTO. Task: Predict which catalyst facilitates the given reaction. (1) Reactant: [CH3:1][O:2][C:3]1[CH:26]=[C:25]([O:27][CH3:28])[CH:24]=[CH:23][C:4]=1C(C1C2C3=C4C(=CC=2)C=CC=C4C=CC3=CC=1)=O.CCCCC(COC(CC(S([O-])(=O)=O)C(OC[CH:46]([CH2:49][CH2:50][CH2:51][CH3:52])[CH2:47][CH3:48])=O)=O)CC.[CH:57]1[CH:62]=[C:61](O)[C:60]2[C:64]([C:66]3[C:73](O)=[CH:72][CH:71]=[CH:70][C:67]=3[C:68](=[O:69])[C:59]=2[CH:58]=1)=O.[Na+]. Product: [CH3:28][O:27][C:25]1[CH:26]=[C:3]([O:2][CH3:1])[CH:4]=[CH:23][C:24]=1[C:68]([C:59]1[CH:58]=[CH:57][C:62]2[C:49]3[CH:50]=[CH:51][CH:52]=[C:47]4[C:46]=3[C:71]([C:70]3[C:61]=2[C:60]=1[CH:64]=[CH:66][CH:67]=3)=[CH:72][CH:73]=[CH:48]4)=[O:69]. The catalyst class is: 159. (2) Reactant: [NH2:1][C:2]1[N:7]=[CH:6][C:5]([C:8]2[CH2:9][N:10]([C:13]([O:15][C:16]([CH3:19])([CH3:18])[CH3:17])=[O:14])[CH2:11][CH:12]=2)=[CH:4][CH:3]=1. Product: [NH2:1][C:2]1[N:7]=[CH:6][C:5]([CH:8]2[CH2:12][CH2:11][N:10]([C:13]([O:15][C:16]([CH3:19])([CH3:18])[CH3:17])=[O:14])[CH2:9]2)=[CH:4][CH:3]=1. The catalyst class is: 19. (3) Reactant: [Br:1][C:2]1[CH:3]=[CH:4][C:5]([Cl:11])=[C:6]([CH:10]=1)[C:7](O)=[O:8].C(Cl)(=O)C([Cl:15])=O. Product: [Cl:11][C:5]1[CH:4]=[CH:3][C:2]([Br:1])=[CH:10][C:6]=1[C:7]([Cl:15])=[O:8]. The catalyst class is: 68. (4) Reactant: Br[CH2:2][CH2:3][CH2:4][CH2:5][C:6]([O:8][CH2:9][CH3:10])=[O:7].[I-:11].[Na+]. Product: [I:11][CH2:2][CH2:3][CH2:4][CH2:5][C:6]([O:8][CH2:9][CH3:10])=[O:7]. The catalyst class is: 95. (5) Reactant: [C:1]([C:4]1[C:5](=[O:31])[N:6]([CH3:30])[C:7]2[C:12]([C:13]=1[NH2:14])=[CH:11][C:10]([C:15]1[CH:20]=[CH:19][C:18]([Cl:21])=[CH:17][CH:16]=1)=[C:9]([C:22]1[CH:27]=[CH:26][C:25]([Cl:28])=[CH:24][C:23]=1[Cl:29])[N:8]=2)(=[O:3])[CH3:2].C(=O)([O-])[O-].[K+].[K+].[CH2:38](Br)[C:39]1[CH:44]=[CH:43][CH:42]=[CH:41][CH:40]=1.[H-].[Na+]. Product: [C:1]([C:4]1[C:5](=[O:31])[N:6]([CH3:30])[C:7]2[C:12]([C:13]=1[NH:14][CH2:38][C:39]1[CH:44]=[CH:43][CH:42]=[CH:41][CH:40]=1)=[CH:11][C:10]([C:15]1[CH:16]=[CH:17][C:18]([Cl:21])=[CH:19][CH:20]=1)=[C:9]([C:22]1[CH:27]=[CH:26][C:25]([Cl:28])=[CH:24][C:23]=1[Cl:29])[N:8]=2)(=[O:3])[CH3:2]. The catalyst class is: 1.